This data is from Reaction yield outcomes from USPTO patents with 853,638 reactions. The task is: Predict the reaction yield, written as a fraction of the theoretical maximum amount of product (1.0 means a 100% yield; for example, 0.34 means a 34% yield). (1) The reactants are [Cl:1][C:2]1[CH:17]=[CH:16][C:5]([O:6][C:7]2[CH:8]=[C:9]([CH:13]([OH:15])[CH3:14])[CH:10]=[CH:11][CH:12]=2)=[C:4]([N+:18]([O-])=O)[CH:3]=1.Cl[Sn]Cl. No catalyst specified. The product is [NH2:18][C:4]1[CH:3]=[C:2]([Cl:1])[CH:17]=[CH:16][C:5]=1[O:6][C:7]1[CH:8]=[C:9]([CH:13]([OH:15])[CH3:14])[CH:10]=[CH:11][CH:12]=1. The yield is 0.700. (2) The reactants are [CH2:1]([O:8][C:9]([N:11]1[CH2:16][CH2:15][C:14](=[O:17])[CH2:13][CH2:12]1)=[O:10])[C:2]1[CH:7]=[CH:6][CH:5]=[CH:4][CH:3]=1.C[Li].[CH2:20](OCC)C.N1(C([O-])=O)CCC(=O)CC1.[Cl-].[NH4+]. The catalyst is O1CCCC1. The product is [CH2:1]([O:8][C:9]([N:11]1[CH2:16][CH2:15][C:14]([OH:17])([CH3:20])[CH2:13][CH2:12]1)=[O:10])[C:2]1[CH:7]=[CH:6][CH:5]=[CH:4][CH:3]=1. The yield is 0.730. (3) The reactants are [C:1]([O:5][C:6]([N:8]1[CH2:13][CH2:12][CH:11]([OH:14])[CH2:10][CH2:9]1)=[O:7])([CH3:4])([CH3:3])[CH3:2].C(N(CC)CC)C.[CH3:22][S:23](Cl)(=[O:25])=[O:24].O. The catalyst is C1COCC1. The product is [C:1]([O:5][C:6]([N:8]1[CH2:13][CH2:12][CH:11]([O:14][S:23]([CH3:22])(=[O:25])=[O:24])[CH2:10][CH2:9]1)=[O:7])([CH3:4])([CH3:2])[CH3:3]. The yield is 0.920.